This data is from Forward reaction prediction with 1.9M reactions from USPTO patents (1976-2016). The task is: Predict the product of the given reaction. (1) The product is: [CH3:10][O:11][CH2:12][CH2:13][O:14][CH2:15][CH2:16][CH2:20][O:3][CH2:2][C:1]([Cl:6])=[O:5]. Given the reactants [C:1]([Cl:6])(=[O:5])[C:2](Cl)=[O:3].COC[CH2:10][O:11][CH2:12][CH2:13][O:14][CH2:15][C:16](O)=O.N1C=CC=C[CH:20]=1, predict the reaction product. (2) Given the reactants [CH2:1]([Zn]CC)C.FC(F)(F)C(O)=O.C(I)I.[Br:16][C:17]1[CH:22]=[CH:21][C:20]([C:23]([CH3:25])=[CH2:24])=[CH:19][CH:18]=1, predict the reaction product. The product is: [Br:16][C:17]1[CH:22]=[CH:21][C:20]([C:23]2([CH3:1])[CH2:25][CH2:24]2)=[CH:19][CH:18]=1. (3) Given the reactants Br[C:2]1[CH:3]=[C:4]([N+:9]([O-:11])=[O:10])[C:5]([NH2:8])=[N:6][CH:7]=1.[C:12]([N:19]1[CH2:24][CH2:23][NH:22][CH2:21][CH2:20]1)([O:14][C:15]([CH3:18])([CH3:17])[CH3:16])=[O:13].[Li+].C[Si]([N-][Si](C)(C)C)(C)C.[Cl-].[NH4+], predict the reaction product. The product is: [NH2:8][C:5]1[N:6]=[CH:7][C:2]([N:22]2[CH2:21][CH2:20][N:19]([C:12]([O:14][C:15]([CH3:18])([CH3:17])[CH3:16])=[O:13])[CH2:24][CH2:23]2)=[CH:3][C:4]=1[N+:9]([O-:11])=[O:10].